Dataset: Reaction yield outcomes from USPTO patents with 853,638 reactions. Task: Predict the reaction yield, written as a fraction of the theoretical maximum amount of product (1.0 means a 100% yield; for example, 0.34 means a 34% yield). (1) The reactants are C([N:8](CC1C=CC=CC=1)[CH:9]1[CH2:13][CH:12]([C:14]2[N:18]3[C:19]4[CH:25]=[CH:24][N:23]([CH2:26][O:27][CH2:28][CH2:29][Si:30]([CH3:33])([CH3:32])[CH3:31])[C:20]=4[N:21]=[CH:22][C:17]3=[N:16][CH:15]=2)[CH:11]([CH3:34])[CH2:10]1)C1C=CC=CC=1.[H][H]. The catalyst is C(O)C(F)(F)F.[OH-].[OH-].[Pd+2]. The product is [CH3:34][CH:11]1[CH:12]([C:14]2[N:18]3[C:19]4[CH:25]=[CH:24][N:23]([CH2:26][O:27][CH2:28][CH2:29][Si:30]([CH3:33])([CH3:32])[CH3:31])[C:20]=4[N:21]=[CH:22][C:17]3=[N:16][CH:15]=2)[CH2:13][CH:9]([NH2:8])[CH2:10]1. The yield is 0.980. (2) The reactants are [CH2:1]([O:3][C:4](=[O:20])[NH:5][CH:6]1[CH2:11][CH2:10][CH:9]=[C:8]([C:12]#[C:13][C:14]2[CH:19]=[CH:18][CH:17]=[CH:16][CH:15]=2)[CH2:7]1)[CH3:2].[H-].[Na+].[CH3:23]N(C=O)C. The catalyst is C1COCC1. The product is [CH2:1]([O:3][C:4](=[O:20])[N:5]([CH3:23])[CH:6]1[CH2:11][CH2:10][CH:9]=[C:8]([C:12]#[C:13][C:14]2[CH:19]=[CH:18][CH:17]=[CH:16][CH:15]=2)[CH2:7]1)[CH3:2]. The yield is 0.430. (3) The reactants are [CH3:1][C:2]1([CH3:26])[C:11]2[C:6](=[CH:7][CH:8]=[C:9]([C:12]([O:14][CH2:15][CH3:16])=[O:13])[CH:10]=2)[NH:5][CH:4]([C:17]2[CH:22]=[CH:21][CH:20]=[CH:19][C:18]=2[N+:23]([O-])=O)[CH2:3]1.[Cl-].[NH4+]. The catalyst is C(O)C.[Fe]. The product is [NH2:23][C:18]1[CH:19]=[CH:20][CH:21]=[CH:22][C:17]=1[CH:4]1[CH2:3][C:2]([CH3:1])([CH3:26])[C:11]2[C:6](=[CH:7][CH:8]=[C:9]([C:12]([O:14][CH2:15][CH3:16])=[O:13])[CH:10]=2)[NH:5]1. The yield is 0.454. (4) The reactants are [Br:1][C:2]1[C:6](=[O:7])[N:5]([C:8]2[CH:13]=[CH:12][CH:11]=[CH:10][CH:9]=2)[N:4]([CH3:14])[C:3]=1[CH2:15][N:16]1[CH2:21][CH2:20][C:19]([C:24]2[CH:29]=[CH:28][CH:27]=[CH:26][CH:25]=2)([C:22]#[N:23])[CH2:18][CH2:17]1.S(=O)(=O)(O)[OH:31]. No catalyst specified. The product is [Br:1][C:2]1[C:6](=[O:7])[N:5]([C:8]2[CH:9]=[CH:10][CH:11]=[CH:12][CH:13]=2)[N:4]([CH3:14])[C:3]=1[CH2:15][N:16]1[CH2:17][CH2:18][C:19]([C:24]2[CH:25]=[CH:26][CH:27]=[CH:28][CH:29]=2)([C:22]([NH2:23])=[O:31])[CH2:20][CH2:21]1. The yield is 0.800. (5) The reactants are [CH:1]([Mg]Br)([CH3:3])[CH3:2].[Br:6][C:7]1[CH:24]=[CH:23][C:10]([O:11][CH:12]2[CH2:17][CH2:16][CH:15]([C:18]([O:20][CH2:21][CH3:22])=[O:19])[CH2:14][CH2:13]2)=[CH:9][CH:8]=1.C(Br)C=C. The catalyst is O1CCCC1. The product is [CH2:21]([O:20][C:18]([C:15]1([CH2:3][CH:1]=[CH2:2])[CH2:16][CH2:17][CH:12]([O:11][C:10]2[CH:9]=[CH:8][C:7]([Br:6])=[CH:24][CH:23]=2)[CH2:13][CH2:14]1)=[O:19])[CH3:22]. The yield is 0.558. (6) The reactants are [CH2:1]([CH:4]([C:8]1[C:9]([C:23]2[CH:28]=[CH:27][CH:26]=[CH:25][CH:24]=2)=[C:10]([CH3:22])[C:11]([C:20]#[N:21])=[C:12]2[C:16]=1[O:15][C:14]([CH:17]1[CH2:19][CH2:18]1)=[N:13]2)[CH2:5][CH:6]=[CH2:7])C=C. The catalyst is Cl[Ru](=C1N(C2C(C)=CC(C)=CC=2C)CCN1C1C(C)=CC(C)=CC=1C)(Cl)(=CC1C=CC=CC=1)[P](C1CCCCC1)(C1CCCCC1)C1CCCCC1.ClCCl. The product is [CH:4]1([C:8]2[C:9]([C:23]3[CH:28]=[CH:27][CH:26]=[CH:25][CH:24]=3)=[C:10]([CH3:22])[C:11]([C:20]#[N:21])=[C:12]3[C:16]=2[O:15][C:14]([CH:17]2[CH2:19][CH2:18]2)=[N:13]3)[CH2:5][CH:6]=[CH:7][CH2:1]1. The yield is 0.760. (7) The reactants are [OH:1][C:2]1[CH:9]=[CH:8][C:5]([CH:6]=[O:7])=[CH:4][CH:3]=1.[C:10](OC(=O)C)(=[O:12])[CH3:11]. The catalyst is N1C=CC=CC=1. The product is [C:10]([O:1][C:2]1[CH:9]=[CH:8][C:5]([CH:6]=[O:7])=[CH:4][CH:3]=1)(=[O:12])[CH3:11]. The yield is 0.930.